This data is from Forward reaction prediction with 1.9M reactions from USPTO patents (1976-2016). The task is: Predict the product of the given reaction. (1) Given the reactants [F:1][C:2]([F:9])([F:8])[CH:3]1[CH2:7][CH2:6][NH:5][CH2:4]1.Cl.CCN(C(C)C)C(C)C.[F:20][C:21]([F:44])([F:43])[C@H:22]1[CH2:27][CH2:26][C@H:25]([NH:28][C:29](=[O:42])[C:30]2[CH:35]=[C:34]([N+:36]([O-:38])=[O:37])[C:33]([NH:39][CH3:40])=[CH:32][C:31]=2F)[CH2:24][CH2:23]1, predict the reaction product. The product is: [F:20][C:21]([F:43])([F:44])[C@H:22]1[CH2:27][CH2:26][C@H:25]([NH:28][C:29](=[O:42])[C:30]2[CH:35]=[C:34]([N+:36]([O-:38])=[O:37])[C:33]([NH:39][CH3:40])=[CH:32][C:31]=2[N:5]2[CH2:6][CH2:7][CH:3]([C:2]([F:9])([F:8])[F:1])[CH2:4]2)[CH2:24][CH2:23]1. (2) Given the reactants Br[C:2]1[CH:3]=[CH:4][C:5]2[O:10][CH2:9][CH2:8][N:7]([C:11]3[S:12][C:13]4[CH2:14]C(C)(C)N[C:17](=O)[C:18]=4[N:19]=3)[C:6]=2[CH:23]=1.C(=O)([O-])[O-:25].[K+].[K+].[NH:30]1CC[CH2:35][C@H:31]1[C:32](O)=O.Cl.[CH2:39]([O:41][C:42]([C:44]1[N:45]([CH3:50])[CH:46]=[C:47]([NH2:49])[N:48]=1)=[O:43])[CH3:40], predict the reaction product. The product is: [CH3:32][C:31]1([CH3:35])[NH:30][C:14](=[O:25])[C:13]2[S:12][C:11]([N:7]3[C:6]4[CH:23]=[C:2]([NH:49][C:47]5[N:48]=[C:44]([C:42]([O:41][CH2:39][CH3:40])=[O:43])[N:45]([CH3:50])[CH:46]=5)[CH:3]=[CH:4][C:5]=4[O:10][CH2:9][CH2:8]3)=[N:19][C:18]=2[CH2:17]1. (3) Given the reactants [F:1][C:2]1[CH:7]=[CH:6][C:5]([C:8]([F:11])([F:10])[F:9])=[CH:4][C:3]=1[CH2:12][C:13]([OH:15])=O.C(Cl)(=O)C(Cl)=O.[NH2:22][C:23](=[N:29]O)[C:24]([O:26][CH2:27][CH3:28])=[O:25].C(N(CC)C(C)C)(C)C, predict the reaction product. The product is: [F:1][C:2]1[CH:7]=[CH:6][C:5]([C:8]([F:9])([F:10])[F:11])=[CH:4][C:3]=1[CH2:12][C:13]1[O:15][N:29]=[C:23]([C:24]([O:26][CH2:27][CH3:28])=[O:25])[N:22]=1. (4) Given the reactants [CH:1]1([NH2:8])[CH2:6][CH2:5][CH:4]([NH2:7])[CH2:3][CH2:2]1.[C:9](#[N:12])[CH:10]=[CH2:11], predict the reaction product. The product is: [C:9]([CH2:10][CH2:11][NH:7][CH:4]1[CH2:5][CH2:6][CH:1]([NH:8][CH2:2][CH2:3][C:4]#[N:7])[CH2:2][CH2:3]1)#[N:12]. (5) Given the reactants [N+:1]([O-:4])(O)=[O:2].[CH:5]1[C:14]2[C:9](=[CH:10][CH:11]=[CH:12][CH:13]=2)[CH:8]=[CH:7][C:6]=1[C:15]([OH:17])=[O:16].[C:18](OC(=O)C)(=O)[CH3:19], predict the reaction product. The product is: [CH2:18]([O:16][C:15]([C:6]1[CH:7]=[CH:8][C:9]2[C:14](=[C:13]([N+:1]([O-:4])=[O:2])[CH:12]=[CH:11][CH:10]=2)[CH:5]=1)=[O:17])[CH3:19]. (6) Given the reactants Br[CH:2]([CH2:12][CH2:13][CH2:14][CH2:15][CH2:16][CH3:17])[C:3]([C:5]1[CH:10]=[CH:9][CH:8]=[C:7]([Cl:11])[CH:6]=1)=[O:4].[C:18]([NH2:22])([CH3:21])([CH3:20])[CH3:19].C(=O)(O)[O-].[Na+], predict the reaction product. The product is: [C:18]([NH:22][CH:2]([CH2:12][CH2:13][CH2:14][CH2:15][CH2:16][CH3:17])[C:3]([C:5]1[CH:10]=[CH:9][CH:8]=[C:7]([Cl:11])[CH:6]=1)=[O:4])([CH3:21])([CH3:20])[CH3:19]. (7) Given the reactants [CH3:1][C:2]1([CH3:18])[C:6]([CH3:8])([CH3:7])[O:5][B:4]([C:9]2[CH:17]=[CH:16][C:12]([C:13]([OH:15])=O)=[CH:11][CH:10]=2)[O:3]1.[O:19]1[CH2:24][CH2:23][CH:22]([NH2:25])[CH2:21][CH2:20]1.C(N(CC)CC)C.O, predict the reaction product. The product is: [CH3:18][C:2]1([CH3:1])[C:6]([CH3:7])([CH3:8])[O:5][B:4]([C:9]2[CH:10]=[CH:11][C:12]([C:13]([NH:25][CH:22]3[CH2:23][CH2:24][O:19][CH2:20][CH2:21]3)=[O:15])=[CH:16][CH:17]=2)[O:3]1. (8) Given the reactants [NH2:1][CH2:2][C@@H:3]1[C@H:8]([CH3:9])[CH2:7][CH2:6][CH2:5][N:4]1[C:10]([C:12]1[C:17]([C:18]2[CH:23]=[CH:22][CH:21]=[CH:20][N:19]=2)=[CH:16][CH:15]=[C:14]([CH3:24])[N:13]=1)=[O:11].Br[C:26]1[CH:31]=[CH:30][C:29]([Cl:32])=[CH:28][N:27]=1, predict the reaction product. The product is: [Cl:32][C:29]1[CH:30]=[CH:31][C:26]([NH:1][CH2:2][C@@H:3]2[C@H:8]([CH3:9])[CH2:7][CH2:6][CH2:5][N:4]2[C:10]([C:12]2[C:17]([C:18]3[CH:23]=[CH:22][CH:21]=[CH:20][N:19]=3)=[CH:16][CH:15]=[C:14]([CH3:24])[N:13]=2)=[O:11])=[N:27][CH:28]=1. (9) Given the reactants Cl[C:2]1[CH:3]=[C:4]([C:9]2[N:13]3[CH:14]=[CH:15][C:16]([C:19]([OH:22])([CH3:21])[CH3:20])=[C:17]([F:18])[C:12]3=[N:11][CH:10]=2)[CH:5]=[CH:6][C:7]=1[F:8].[O:23]1[CH:27]=[CH:26][CH:25]=[C:24]1B(O)O, predict the reaction product. The product is: [F:18][C:17]1[C:12]2[N:13]([C:9]([C:4]3[CH:5]=[CH:6][C:7]([F:8])=[C:2]([C:24]4[O:23][CH:27]=[CH:26][CH:25]=4)[CH:3]=3)=[CH:10][N:11]=2)[CH:14]=[CH:15][C:16]=1[C:19]([OH:22])([CH3:21])[CH3:20].